This data is from Forward reaction prediction with 1.9M reactions from USPTO patents (1976-2016). The task is: Predict the product of the given reaction. (1) Given the reactants [Cl:1][C:2]1[CH:3]=[C:4]([C@@H:8]2[C@@H:13]([C:14]3[CH:19]=[CH:18][C:17]([Cl:20])=[CH:16][CH:15]=3)[N:12]([CH:21]([CH2:24][CH3:25])[CH2:22][CH3:23])[C:11](=[O:26])[C@:10]([CH2:28][C:29](=O)[CH2:30][C:31](OCC)=[O:32])([CH3:27])[CH2:9]2)[CH:5]=[CH:6][CH:7]=1.O.[NH2:38][NH2:39], predict the reaction product. The product is: [Cl:1][C:2]1[CH:3]=[C:4]([C@@H:8]2[C@@H:13]([C:14]3[CH:19]=[CH:18][C:17]([Cl:20])=[CH:16][CH:15]=3)[N:12]([CH:21]([CH2:22][CH3:23])[CH2:24][CH3:25])[C:11](=[O:26])[C@:10]([CH2:28][C:29]3[NH:39][N:38]=[C:31]([OH:32])[CH:30]=3)([CH3:27])[CH2:9]2)[CH:5]=[CH:6][CH:7]=1. (2) Given the reactants CS(O[CH2:6][CH2:7][O:8][C:9]1[C:17]2[C:12](=[N:13][CH:14]=[N:15][C:16]=2[NH:18][C:19]2[CH:24]=[CH:23][C:22]([O:25][CH2:26][C:27]3[CH:32]=[CH:31][CH:30]=[CH:29][N:28]=3)=[C:21]([CH2:33][CH3:34])[CH:20]=2)[NH:11][N:10]=1)(=O)=O.[CH3:35][N:36]1[CH2:41][CH2:40][NH:39][CH2:38][CH2:37]1, predict the reaction product. The product is: [CH2:33]([C:21]1[CH:20]=[C:19]([NH:18][C:16]2[N:15]=[CH:14][N:13]=[C:12]3[NH:11][N:10]=[C:9]([O:8][CH2:7][CH2:6][N:39]4[CH2:40][CH2:41][N:36]([CH3:35])[CH2:37][CH2:38]4)[C:17]=23)[CH:24]=[CH:23][C:22]=1[O:25][CH2:26][C:27]1[CH:32]=[CH:31][CH:30]=[CH:29][N:28]=1)[CH3:34].